This data is from Peptide-MHC class I binding affinity with 185,985 pairs from IEDB/IMGT. The task is: Regression. Given a peptide amino acid sequence and an MHC pseudo amino acid sequence, predict their binding affinity value. This is MHC class I binding data. (1) The MHC is HLA-B18:01 with pseudo-sequence HLA-B18:01. The binding affinity (normalized) is 0.0847. The peptide sequence is THYSGNIVH. (2) The peptide sequence is AVDLSHFLR. The MHC is HLA-B18:01 with pseudo-sequence HLA-B18:01. The binding affinity (normalized) is 0. (3) The peptide sequence is IGFPKTFGW. The MHC is Mamu-B17 with pseudo-sequence Mamu-B17. The binding affinity (normalized) is 0.675.